Dataset: Forward reaction prediction with 1.9M reactions from USPTO patents (1976-2016). Task: Predict the product of the given reaction. (1) Given the reactants Br[C:2]1C=[CH:6][C:5]([CH2:8]C(OCC)=O)=[CH:4][CH:3]=1.N#N.C[Mg][Br:18].[OH2:19].[CH2:20]1[CH2:24]O[CH2:22][CH2:21]1, predict the reaction product. The product is: [Br:18][C:20]1[CH:24]=[CH:2][C:3]([CH2:4][C:5]([CH3:8])([OH:19])[CH3:6])=[CH:22][CH:21]=1. (2) Given the reactants [Cl:1][C:2]1[CH:3]=[C:4](/[CH:9]=[CH:10]/[C:11]([N:13]2[CH2:19][CH2:18][C:17](=[O:20])[NH:16][CH2:15][CH2:14]2)=[O:12])[CH:5]=[CH:6][C:7]=1[Cl:8].Br[CH2:22][C:23]([O:25][CH3:26])=[O:24].OS([O-])(=O)=O.[K+], predict the reaction product. The product is: [CH3:26][O:25][C:23](=[O:24])[CH2:22][N:16]1[C:17](=[O:20])[CH2:18][CH2:19][N:13]([C:11](=[O:12])/[CH:10]=[CH:9]/[C:4]2[CH:5]=[CH:6][C:7]([Cl:8])=[C:2]([Cl:1])[CH:3]=2)[CH2:14][CH2:15]1. (3) Given the reactants C[Mg+].[Br-].C(OCC)C.[NH:9]1[CH:13]=[CH:12][CH:11]=[CH:10]1.[N+:14]([C:17]1[CH:25]=[CH:24][C:20]([C:21](Cl)=[O:22])=[CH:19][CH:18]=1)([O-:16])=[O:15].[NH4+].[Cl-], predict the reaction product. The product is: [N+:14]([C:17]1[CH:18]=[CH:19][C:20]([C:21]([C:10]2[NH:9][CH:13]=[CH:12][CH:11]=2)=[O:22])=[CH:24][CH:25]=1)([O-:16])=[O:15]. (4) Given the reactants [CH2:1]([N:8]1[CH2:13][CH2:12][CH:11]([N:14]2[C:18]3[N:19]=[C:20](Cl)[N:21]=[C:22]([N:23]4[CH2:28][CH2:27][O:26][CH2:25][CH2:24]4)[C:17]=3[N:16]=[N:15]2)[CH2:10][CH2:9]1)[C:2]1[CH:7]=[CH:6][CH:5]=[CH:4][CH:3]=1.[NH2:30][C:31]1[N:36]=[C:35](B(O)O)[CH:34]=[CH:33][N:32]=1, predict the reaction product. The product is: [N:32]1[CH:33]=[CH:34][CH:35]=[N:36][C:31]=1[NH2:30].[CH2:1]([N:8]1[CH2:13][CH2:12][CH:11]([N:14]2[C:18]3[N:19]=[C:20]([C:34]4[CH:33]=[N:32][C:31]([NH2:30])=[N:36][CH:35]=4)[N:21]=[C:22]([N:23]4[CH2:28][CH2:27][O:26][CH2:25][CH2:24]4)[C:17]=3[N:16]=[N:15]2)[CH2:10][CH2:9]1)[C:2]1[CH:7]=[CH:6][CH:5]=[CH:4][CH:3]=1. (5) Given the reactants S(Cl)([Cl:3])=O.CN(C)C=O.[Cl:10][C:11]1[CH:12]=[C:13]([C:17]2[CH:18]=[C:19]([CH2:23]O)[CH:20]=[N:21][CH:22]=2)[CH:14]=[CH:15][CH:16]=1, predict the reaction product. The product is: [Cl:3][CH2:23][C:19]1[CH:20]=[N:21][CH:22]=[C:17]([C:13]2[CH:14]=[CH:15][CH:16]=[C:11]([Cl:10])[CH:12]=2)[CH:18]=1.